This data is from NCI-60 drug combinations with 297,098 pairs across 59 cell lines. The task is: Regression. Given two drug SMILES strings and cell line genomic features, predict the synergy score measuring deviation from expected non-interaction effect. Drug 1: C1=C(C(=O)NC(=O)N1)N(CCCl)CCCl. Drug 2: CC1CCC2CC(C(=CC=CC=CC(CC(C(=O)C(C(C(=CC(C(=O)CC(OC(=O)C3CCCCN3C(=O)C(=O)C1(O2)O)C(C)CC4CCC(C(C4)OC)O)C)C)O)OC)C)C)C)OC. Cell line: NCI-H522. Synergy scores: CSS=33.4, Synergy_ZIP=-11.8, Synergy_Bliss=-10.7, Synergy_Loewe=-2.85, Synergy_HSA=-1.78.